This data is from NCI-60 drug combinations with 297,098 pairs across 59 cell lines. The task is: Regression. Given two drug SMILES strings and cell line genomic features, predict the synergy score measuring deviation from expected non-interaction effect. (1) Drug 1: C1CC(=O)NC(=O)C1N2CC3=C(C2=O)C=CC=C3N. Drug 2: CCN(CC)CCCC(C)NC1=C2C=C(C=CC2=NC3=C1C=CC(=C3)Cl)OC. Cell line: MALME-3M. Synergy scores: CSS=28.4, Synergy_ZIP=23.9, Synergy_Bliss=23.4, Synergy_Loewe=17.9, Synergy_HSA=22.8. (2) Drug 1: CN1C2=C(C=C(C=C2)N(CCCl)CCCl)N=C1CCCC(=O)O.Cl. Drug 2: CC1CCCC2(C(O2)CC(NC(=O)CC(C(C(=O)C(C1O)C)(C)C)O)C(=CC3=CSC(=N3)C)C)C. Cell line: HCC-2998. Synergy scores: CSS=34.6, Synergy_ZIP=-4.02, Synergy_Bliss=-11.2, Synergy_Loewe=-38.5, Synergy_HSA=-7.06. (3) Drug 1: C1CCC(C1)C(CC#N)N2C=C(C=N2)C3=C4C=CNC4=NC=N3. Drug 2: CN1C2=C(C=C(C=C2)N(CCCl)CCCl)N=C1CCCC(=O)O.Cl. Cell line: SK-OV-3. Synergy scores: CSS=2.52, Synergy_ZIP=-1.01, Synergy_Bliss=2.77, Synergy_Loewe=-0.715, Synergy_HSA=2.48. (4) Synergy scores: CSS=-4.97, Synergy_ZIP=6.07, Synergy_Bliss=6.26, Synergy_Loewe=-0.876, Synergy_HSA=-2.21. Cell line: SNB-19. Drug 1: CC1=CC2C(CCC3(C2CCC3(C(=O)C)OC(=O)C)C)C4(C1=CC(=O)CC4)C. Drug 2: CCCS(=O)(=O)NC1=C(C(=C(C=C1)F)C(=O)C2=CNC3=C2C=C(C=N3)C4=CC=C(C=C4)Cl)F. (5) Drug 1: CC(C1=C(C=CC(=C1Cl)F)Cl)OC2=C(N=CC(=C2)C3=CN(N=C3)C4CCNCC4)N. Drug 2: CC(C)(C#N)C1=CC(=CC(=C1)CN2C=NC=N2)C(C)(C)C#N. Cell line: NCI/ADR-RES. Synergy scores: CSS=3.14, Synergy_ZIP=0.382, Synergy_Bliss=0.595, Synergy_Loewe=0.604, Synergy_HSA=-0.334.